From a dataset of Full USPTO retrosynthesis dataset with 1.9M reactions from patents (1976-2016). Predict the reactants needed to synthesize the given product. (1) Given the product [CH3:14][C:9]1[N:10]=[CH:11][CH:12]=[C:13]2[C:8]=1[C:7](=[O:15])[N:6]([CH3:16])[C:5]1[CH:17]=[C:18]([O:19][CH2:20][C@@H:21]([NH:26][C:27](=[O:33])[O:28][C:29]([CH3:31])([CH3:30])[CH3:32])[CH2:22][CH:23]([CH3:24])[CH3:25])[C:2]([S:43]([CH3:42])(=[O:45])=[O:44])=[CH:3][C:4]2=1, predict the reactants needed to synthesize it. The reactants are: I[C:2]1[C:18]([O:19][CH2:20][C@@H:21]([NH:26][C:27](=[O:33])[O:28][C:29]([CH3:32])([CH3:31])[CH3:30])[CH2:22][CH:23]([CH3:25])[CH3:24])=[CH:17][C:5]2[N:6]([CH3:16])[C:7](=[O:15])[C:8]3[C:13]([C:4]=2[CH:3]=1)=[CH:12][CH:11]=[N:10][C:9]=3[CH3:14].N1CCC[C@H]1C(O)=O.[CH3:42][S:43]([OH:45])=[O:44].[Na].[OH-].[Na+]. (2) Given the product [F:1][C:2]1[CH:7]=[CH:6][C:5]([C:17]2[N:21]3[CH:22]=[CH:23][C:24]([C:26]([F:27])([F:28])[F:29])=[N:25][C:20]3=[N:19][CH:18]=2)=[CH:4][C:3]=1[N:11]1[CH:15]=[N:14][CH:13]=[N:12]1, predict the reactants needed to synthesize it. The reactants are: [F:1][C:2]1[CH:7]=[CH:6][C:5](B(O)O)=[CH:4][C:3]=1[N:11]1[CH:15]=[N:14][CH:13]=[N:12]1.Br[C:17]1[N:21]2[CH:22]=[CH:23][C:24]([C:26]([F:29])([F:28])[F:27])=[N:25][C:20]2=[N:19][CH:18]=1.